From a dataset of Full USPTO retrosynthesis dataset with 1.9M reactions from patents (1976-2016). Predict the reactants needed to synthesize the given product. Given the product [C:32]([N:16]([CH2:17][C:18]1[CH:23]=[C:22]([C:24]([F:27])([F:26])[F:25])[CH:21]=[C:20]([C:28]([F:31])([F:30])[F:29])[CH:19]=1)[CH:12]1[CH2:13][CH2:14][CH2:15][N:9]([C:7]([O:6][CH:3]([CH3:5])[CH3:4])=[O:8])[C:10]2[CH:38]=[CH:37][C:36]([C:41]([OH:42])=[O:1])=[CH:35][C:11]1=2)(=[O:34])[CH3:33], predict the reactants needed to synthesize it. The reactants are: [OH-:1].[Na+].[CH:3]([O:6][C:7]([N:9]1[CH2:15][CH2:14][CH2:13][CH:12]([N:16]([C:32](=[O:34])[CH3:33])[CH2:17][C:18]2[CH:23]=[C:22]([C:24]([F:27])([F:26])[F:25])[CH:21]=[C:20]([C:28]([F:31])([F:30])[F:29])[CH:19]=2)[C:11]2[CH:35]=[C:36](Br)[CH:37]=[CH:38][C:10]1=2)=[O:8])([CH3:5])[CH3:4].Cl.[CH3:41][OH:42].